From a dataset of Peptide-MHC class I binding affinity with 185,985 pairs from IEDB/IMGT. Regression. Given a peptide amino acid sequence and an MHC pseudo amino acid sequence, predict their binding affinity value. This is MHC class I binding data. (1) The peptide sequence is SRKTFDSEY. The MHC is HLA-A30:02 with pseudo-sequence HLA-A30:02. The binding affinity (normalized) is 0.238. (2) The peptide sequence is AQPAPQAPY. The MHC is HLA-B15:01 with pseudo-sequence HLA-B15:01. The binding affinity (normalized) is 0.763. (3) The peptide sequence is LLPVRSWSYI. The MHC is Mamu-A01 with pseudo-sequence Mamu-A01. The binding affinity (normalized) is 0.336. (4) The peptide sequence is YVIKVSARV. The MHC is HLA-B15:03 with pseudo-sequence HLA-B15:03. The binding affinity (normalized) is 0.165. (5) The peptide sequence is FESKSMKL. The MHC is HLA-B40:01 with pseudo-sequence HLA-B40:01. The binding affinity (normalized) is 0.343.